Dataset: Reaction yield outcomes from USPTO patents with 853,638 reactions. Task: Predict the reaction yield, written as a fraction of the theoretical maximum amount of product (1.0 means a 100% yield; for example, 0.34 means a 34% yield). (1) No catalyst specified. The yield is 0.300. The reactants are Cl.Cl.[Cl:3][C:4]1[C:12]2[NH:11][N:10]=[CH:9][C:8]=2[C:7]2[CH2:13][N:14]([CH2:23][C:24]3[CH:29]=[CH:28][N:27]=[CH:26][CH:25]=3)[C:15](=[O:22])[C@H:16]([CH2:18][C:19](O)=[O:20])[CH2:17][C:6]=2[CH:5]=1.[C:30]1([C:36]2[NH:37][C:38](=[O:47])[N:39]([CH:41]3[CH2:46][CH2:45][NH:44][CH2:43][CH2:42]3)[CH:40]=2)[CH:35]=[CH:34][CH:33]=[CH:32][CH:31]=1.ClC1C2NN=CC=2C2CN(CC(C)(C)C)C(=O)[C@H](CC(=O)N3CCC(N4CC5C(=CC=CC=5)NC4=O)CC3)CC=2C=1. The product is [Cl:3][C:4]1[C:12]2[NH:11][N:10]=[CH:9][C:8]=2[C:7]2[CH2:13][N:14]([CH2:23][C:24]3[CH:25]=[CH:26][N:27]=[CH:28][CH:29]=3)[C:15](=[O:22])[C@H:16]([CH2:18][C:19](=[O:20])[N:44]3[CH2:43][CH2:42][CH:41]([N:39]4[CH:40]=[C:36]([C:30]5[CH:31]=[CH:32][CH:33]=[CH:34][CH:35]=5)[NH:37][C:38]4=[O:47])[CH2:46][CH2:45]3)[CH2:17][C:6]=2[CH:5]=1. (2) The reactants are Cl[C:2]1[C:3]2[N:4]([C:8]([CH:17]3[CH2:20][CH2:19][CH2:18]3)=[N:9][C:10]=2[C:11]2[CH:16]=[CH:15][CH:14]=[CH:13][CH:12]=2)[CH:5]=[CH:6][N:7]=1.ClC1C(C(NC(C2CCC2)=O)C2C=CC=CC=2)=[N:24]C=CN=1.O=P(Cl)(Cl)Cl. No catalyst specified. The product is [CH:17]1([C:8]2[N:4]3[CH:5]=[CH:6][N:7]=[C:2]([NH2:24])[C:3]3=[C:10]([C:11]3[CH:16]=[CH:15][CH:14]=[CH:13][CH:12]=3)[N:9]=2)[CH2:20][CH2:19][CH2:18]1. The yield is 0.900.